Dataset: Forward reaction prediction with 1.9M reactions from USPTO patents (1976-2016). Task: Predict the product of the given reaction. (1) The product is: [CH:24]1([C:20]2[O:21][C:22]([CH3:23])=[C:18]([CH2:17][CH2:16][O:15][C:12]3[CH:11]=[CH:10][C:9]([CH2:8][C:7]([CH3:42])([O:30][C:31]4[CH:36]=[CH:35][CH:34]=[C:33]([C:37]5[CH:41]=[CH:40][S:39][CH:38]=5)[CH:32]=4)[C:6]([OH:43])=[O:5])=[CH:14][CH:13]=3)[N:19]=2)[CH2:29][CH2:28][CH2:27][CH2:26][CH2:25]1. Given the reactants [OH-].[Na+].C([O:5][C:6](=[O:43])[C:7]([CH3:42])([O:30][C:31]1[CH:36]=[CH:35][CH:34]=[C:33]([C:37]2[CH:41]=[CH:40][S:39][CH:38]=2)[CH:32]=1)[CH2:8][C:9]1[CH:14]=[CH:13][C:12]([O:15][CH2:16][CH2:17][C:18]2[N:19]=[C:20]([CH:24]3[CH2:29][CH2:28][CH2:27][CH2:26][CH2:25]3)[O:21][C:22]=2[CH3:23])=[CH:11][CH:10]=1)C.C(OC(=O)C(C)(OC1C=CC=CC=1)CC1C=CC(OCCC2N=C(C3CCCCC3)OC=2C)=CC=1)C, predict the reaction product. (2) Given the reactants [N+:1]([C:4]1[CH:9]=[C:8]([C:10]([F:13])([F:12])[F:11])[CH:7]=[C:6]([N+:14]([O-])=O)[C:5]=1[P:17](=[O:30])([C:24]1[CH:29]=[CH:28][CH:27]=[CH:26][CH:25]=1)[C:18]1[CH:23]=[CH:22][CH:21]=[CH:20][CH:19]=1)([O-])=O.O1CCOCC1, predict the reaction product. The product is: [NH2:14][C:6]1[CH:7]=[C:8]([C:10]([F:12])([F:13])[F:11])[CH:9]=[C:4]([NH2:1])[C:5]=1[P:17](=[O:30])([C:18]1[CH:19]=[CH:20][CH:21]=[CH:22][CH:23]=1)[C:24]1[CH:29]=[CH:28][CH:27]=[CH:26][CH:25]=1. (3) The product is: [CH3:30][C:24]1([CH3:29])[NH:23][C:11](=[O:12])[N:10]([C:7]2[CH:6]=[CH:5][C:4]([S:3][C:2]([F:14])([F:1])[F:13])=[CH:9][CH:8]=2)[C:25]1=[O:26]. Given the reactants [F:1][C:2]([F:14])([F:13])[S:3][C:4]1[CH:9]=[CH:8][C:7]([N:10]=[C:11]=[O:12])=[CH:6][CH:5]=1.C(N(CC)CC)C.Cl.[NH2:23][C:24]([CH3:30])([CH3:29])[C:25](OC)=[O:26], predict the reaction product. (4) Given the reactants [CH3:1][O:2][C:3]([C:5]1[N:6]=[C:7]([C:20]2[CH:25]=[CH:24][C:23]([C:26]([F:29])([F:28])[F:27])=[CH:22][CH:21]=2)[O:8][C:9]=1[C:10]1[CH:15]=[CH:14][C:13]([C:16](=[NH:19])[NH:17][OH:18])=[CH:12][CH:11]=1)=[O:4].C(N(C(C)C)CC)(C)C.[C:39](Cl)(=[O:41])[CH3:40], predict the reaction product. The product is: [CH3:1][O:2][C:3]([C:5]1[N:6]=[C:7]([C:20]2[CH:25]=[CH:24][C:23]([C:26]([F:27])([F:29])[F:28])=[CH:22][CH:21]=2)[O:8][C:9]=1[C:10]1[CH:15]=[CH:14][C:13]([C:16](=[NH:19])[NH:17][O:18][C:39](=[O:41])[CH3:40])=[CH:12][CH:11]=1)=[O:4]. (5) Given the reactants COC1N=CC(N2CCC(N3CC[C@@H](NC(=O)C[NH:23][C:24](=[O:35])[C:25]4[CH:30]=[CH:29][CH:28]=[C:27](C(F)(F)F)[CH:26]=4)C3)CC2)=CC=1.CC1C(N)=C(C)ON=1.COC1N=CC(N)=CC=1, predict the reaction product. The product is: [C:24]([NH2:23])(=[O:35])[C:25]1[CH:30]=[CH:29][CH:28]=[CH:27][CH:26]=1.